Task: Predict the reaction yield, written as a fraction of the theoretical maximum amount of product (1.0 means a 100% yield; for example, 0.34 means a 34% yield).. Dataset: Reaction yield outcomes from USPTO patents with 853,638 reactions (1) The reactants are [CH3:1][O:2][C:3]1[CH:4]=[C:5]2[O:9][C:8]([C:10]3[N:11]=[C:12]4[N:16]([CH:17]=3)[N:15]=[C:14]([O:18][CH3:19])[S:13]4)=[CH:7][C:6]2=[C:20]([OH:22])[CH:21]=1.O[CH2:24][C:25]1[N:26]=[C:27]([C:30]2([OH:36])[CH2:35][CH2:34][O:33][CH2:32][CH2:31]2)[S:28][CH:29]=1.C(P(CCCC)CCCC)CCC.N(C(N1CCCCC1)=O)=NC(N1CCCCC1)=O. The catalyst is C1COCC1.CCOC(C)=O.CO.C(Cl)Cl.CCOC(C)=O.C(Cl)Cl. The product is [CH3:1][O:2][C:3]1[CH:21]=[C:20]([O:22][CH2:24][C:25]2[N:26]=[C:27]([C:30]3([OH:36])[CH2:35][CH2:34][O:33][CH2:32][CH2:31]3)[S:28][CH:29]=2)[C:6]2[CH:7]=[C:8]([C:10]3[N:11]=[C:12]4[N:16]([CH:17]=3)[N:15]=[C:14]([O:18][CH3:19])[S:13]4)[O:9][C:5]=2[CH:4]=1. The yield is 0.760. (2) The reactants are C(Cl)(=O)C(Cl)=O.[CH3:7][C:8]1[C:12]([C:13]([OH:15])=O)=[CH:11][O:10][N:9]=1.[N:16]1([CH2:22][CH2:23][O:24][C:25]2[CH:30]=[CH:29][C:28]([C:31]34[NH:43][CH2:42][CH2:41][N:32]3[C:33](=[O:40])[C:34]3[N:35]([CH:37]=[CH:38][CH:39]=3)[CH2:36]4)=[CH:27][CH:26]=2)[CH2:21][CH2:20][O:19][CH2:18][CH2:17]1.O. The catalyst is CN(C=O)C.C(Cl)Cl.N1C=CC=CC=1. The product is [CH3:7][C:8]1[C:12]([C:13]([N:43]2[C:31]3([C:28]4[CH:29]=[CH:30][C:25]([O:24][CH2:23][CH2:22][N:16]5[CH2:17][CH2:18][O:19][CH2:20][CH2:21]5)=[CH:26][CH:27]=4)[CH2:36][N:35]4[CH:37]=[CH:38][CH:39]=[C:34]4[C:33](=[O:40])[N:32]3[CH2:41][CH2:42]2)=[O:15])=[CH:11][O:10][N:9]=1. The yield is 0.360. (3) The reactants are [N:1]([C@H:4]1[C:9]([F:11])([F:10])[CH2:8][CH2:7][CH2:6][C@H:5]1[NH:12][C:13](=[O:19])[O:14][C:15]([CH3:18])([CH3:17])[CH3:16])=[N+]=[N-].[H][H]. The catalyst is CO.[Pd]. The product is [NH2:1][C@H:4]1[C:9]([F:11])([F:10])[CH2:8][CH2:7][CH2:6][C@H:5]1[NH:12][C:13](=[O:19])[O:14][C:15]([CH3:17])([CH3:16])[CH3:18]. The yield is 0.910. (4) The reactants are [O:1]1[CH:5]=[CH:4][CH:3]=[C:2]1[C:6]1[CH:25]=[CH:24][C:9]([C:10]([N:12]([CH2:16][C:17]2[CH:22]=[CH:21][CH:20]=[CH:19][C:18]=2[OH:23])[CH:13]([CH3:15])[CH3:14])=[O:11])=[CH:8][CH:7]=1.C(=O)([O-])[O-].[K+].[K+].Br[CH2:33][CH2:34][CH2:35][O:36][CH2:37][C:38]([O:40][CH2:41][CH3:42])=[O:39]. The catalyst is CN(C=O)C.O. The product is [O:1]1[CH:5]=[CH:4][CH:3]=[C:2]1[C:6]1[CH:7]=[CH:8][C:9]([C:10]([N:12]([CH2:16][C:17]2[CH:22]=[CH:21][CH:20]=[CH:19][C:18]=2[O:23][CH2:33][CH2:34][CH2:35][O:36][CH2:37][C:38]([O:40][CH2:41][CH3:42])=[O:39])[CH:13]([CH3:15])[CH3:14])=[O:11])=[CH:24][CH:25]=1. The yield is 0.700. (5) The yield is 0.830. The reactants are [CH2:1]([C:3]1[N:7]([C:8]2[N:16]=[C:15]3[C:11]([N:12]=[C:13]([CH:18]([CH:20]4[CH2:25][CH2:24][NH:23][CH2:22][CH2:21]4)[OH:19])[N:14]3[CH3:17])=[C:10]([N:26]3[CH2:31][CH2:30][O:29][CH2:28][CH2:27]3)[N:9]=2)[C:6]2[CH:32]=[CH:33][CH:34]=[CH:35][C:5]=2[N:4]=1)[CH3:2].[CH3:36][O:37][C:38](=[O:43])[C:39](Br)([CH3:41])[CH3:40]. No catalyst specified. The product is [CH2:1]([C:3]1[N:7]([C:8]2[N:16]=[C:15]3[C:11]([N:12]=[C:13]([CH:18]([OH:19])[CH:20]4[CH2:21][CH2:22][N:23]([C:39]([CH3:41])([CH3:40])[C:38]([O:37][CH3:36])=[O:43])[CH2:24][CH2:25]4)[N:14]3[CH3:17])=[C:10]([N:26]3[CH2:27][CH2:28][O:29][CH2:30][CH2:31]3)[N:9]=2)[C:6]2[CH:32]=[CH:33][CH:34]=[CH:35][C:5]=2[N:4]=1)[CH3:2]. (6) The reactants are [CH3:1][O:2][C:3](=[O:15])[C:4]1[CH:9]=[C:8]([F:10])[CH:7]=[C:6]([N+:11]([O-:13])=[O:12])[C:5]=1[CH3:14].[Br:16]N1C(=O)CCC1=O.C1(=O)NC(=O)CC1. The catalyst is C(Cl)(Cl)(Cl)Cl.C(OOC(=O)C1C=CC=CC=1)(=O)C1C=CC=CC=1. The product is [CH3:1][O:2][C:3](=[O:15])[C:4]1[CH:9]=[C:8]([F:10])[CH:7]=[C:6]([N+:11]([O-:13])=[O:12])[C:5]=1[CH2:14][Br:16]. The yield is 0.759. (7) The reactants are [C:1](C1NC=CN=1)(C1NC=CN=1)=[O:2].[NH2:13][C:14]1[S:15][C:16]2[CH:22]=[CH:21][CH:20]=[CH:19][C:17]=2[N:18]=1.[C:23]([O:27][C:28](=[O:48])[NH:29][CH2:30][CH2:31][NH:32][CH2:33][CH2:34][CH:35]([C:42]1[CH:47]=[CH:46][CH:45]=[CH:44][CH:43]=1)[C:36]1[CH:41]=[CH:40][CH:39]=[CH:38][CH:37]=1)([CH3:26])([CH3:25])[CH3:24].C(=O)(O)[O-].[Na+]. The catalyst is C(Cl)Cl. The product is [C:23]([O:27][C:28](=[O:48])[NH:29][CH2:30][CH2:31][N:32]([CH2:33][CH2:34][CH:35]([C:36]1[CH:37]=[CH:38][CH:39]=[CH:40][CH:41]=1)[C:42]1[CH:43]=[CH:44][CH:45]=[CH:46][CH:47]=1)[C:1]([NH:13][C:14]1[S:15][C:16]2[CH:22]=[CH:21][CH:20]=[CH:19][C:17]=2[N:18]=1)=[O:2])([CH3:26])([CH3:24])[CH3:25]. The yield is 0.650. (8) The reactants are CCOCC.Cl.[Cl:7][C:8]1[CH:9]=[C:10]([CH:36]=[CH:37][C:38]=1[O:39][CH3:40])[CH2:11][NH:12][C:13]1[C:22]2[CH2:21][N:20](C(OC(C)(C)C)=O)[CH2:19][CH2:18][C:17]=2[N:16]=[C:15]2[CH:30]=[CH:31][C:32]([C:34]#[N:35])=[CH:33][C:14]=12.C([O-])(O)=O.[Na+].C(Cl)Cl.CO. The catalyst is C(Cl)Cl.O1CCOCC1.Cl. The product is [Cl:7][C:8]1[CH:9]=[C:10]([CH:36]=[CH:37][C:38]=1[O:39][CH3:40])[CH2:11][NH:12][C:13]1[C:22]2[CH2:21][NH:20][CH2:19][CH2:18][C:17]=2[N:16]=[C:15]2[CH:30]=[CH:31][C:32]([C:34]#[N:35])=[CH:33][C:14]=12. The yield is 0.200.